From a dataset of NCI-60 drug combinations with 297,098 pairs across 59 cell lines. Regression. Given two drug SMILES strings and cell line genomic features, predict the synergy score measuring deviation from expected non-interaction effect. (1) Drug 1: CC1CCC2CC(C(=CC=CC=CC(CC(C(=O)C(C(C(=CC(C(=O)CC(OC(=O)C3CCCCN3C(=O)C(=O)C1(O2)O)C(C)CC4CCC(C(C4)OC)OCCO)C)C)O)OC)C)C)C)OC. Drug 2: C(CCl)NC(=O)N(CCCl)N=O. Cell line: SNB-75. Synergy scores: CSS=3.65, Synergy_ZIP=-2.57, Synergy_Bliss=-2.68, Synergy_Loewe=-12.9, Synergy_HSA=-3.00. (2) Drug 1: C1C(C(OC1N2C=NC3=C(N=C(N=C32)Cl)N)CO)O. Drug 2: CCC1(CC2CC(C3=C(CCN(C2)C1)C4=CC=CC=C4N3)(C5=C(C=C6C(=C5)C78CCN9C7C(C=CC9)(C(C(C8N6C)(C(=O)OC)O)OC(=O)C)CC)OC)C(=O)OC)O.OS(=O)(=O)O. Cell line: CCRF-CEM. Synergy scores: CSS=79.5, Synergy_ZIP=3.09, Synergy_Bliss=5.84, Synergy_Loewe=1.78, Synergy_HSA=3.17. (3) Drug 1: CCC1=C2CN3C(=CC4=C(C3=O)COC(=O)C4(CC)O)C2=NC5=C1C=C(C=C5)O. Drug 2: CS(=O)(=O)CCNCC1=CC=C(O1)C2=CC3=C(C=C2)N=CN=C3NC4=CC(=C(C=C4)OCC5=CC(=CC=C5)F)Cl. Cell line: OVCAR-4. Synergy scores: CSS=8.70, Synergy_ZIP=-3.89, Synergy_Bliss=-1.10, Synergy_Loewe=-1.02, Synergy_HSA=0.480. (4) Drug 1: CNC(=O)C1=NC=CC(=C1)OC2=CC=C(C=C2)NC(=O)NC3=CC(=C(C=C3)Cl)C(F)(F)F. Drug 2: CC(C)NC(=O)C1=CC=C(C=C1)CNNC.Cl. Cell line: HL-60(TB). Synergy scores: CSS=0.211, Synergy_ZIP=-1.26, Synergy_Bliss=-3.93, Synergy_Loewe=-2.27, Synergy_HSA=-4.17. (5) Synergy scores: CSS=-1.04, Synergy_ZIP=-2.98, Synergy_Bliss=-9.21, Synergy_Loewe=-9.45, Synergy_HSA=-8.89. Cell line: EKVX. Drug 2: C1CN1P(=S)(N2CC2)N3CC3. Drug 1: CC(C1=C(C=CC(=C1Cl)F)Cl)OC2=C(N=CC(=C2)C3=CN(N=C3)C4CCNCC4)N. (6) Cell line: SK-MEL-5. Drug 1: CC12CCC(CC1=CCC3C2CCC4(C3CC=C4C5=CN=CC=C5)C)O. Synergy scores: CSS=-1.09, Synergy_ZIP=1.30, Synergy_Bliss=0.863, Synergy_Loewe=-5.18, Synergy_HSA=-3.62. Drug 2: C1=NC(=NC(=O)N1C2C(C(C(O2)CO)O)O)N.